From a dataset of Full USPTO retrosynthesis dataset with 1.9M reactions from patents (1976-2016). Predict the reactants needed to synthesize the given product. (1) The reactants are: [C:1]1([CH2:7][OH:8])[CH:6]=[CH:5][CH:4]=[CH:3][CH:2]=1.[H-].[Na+].CS([C:15]1[N:20]=[C:19]([CH2:21][O:22][CH:23]2[CH2:28][CH2:27][CH2:26][CH2:25][O:24]2)[CH:18]=[CH:17][N:16]=1)(=O)=O. Given the product [CH2:7]([O:8][C:15]1[N:20]=[C:19]([CH2:21][O:22][CH:23]2[CH2:28][CH2:27][CH2:26][CH2:25][O:24]2)[CH:18]=[CH:17][N:16]=1)[C:1]1[CH:6]=[CH:5][CH:4]=[CH:3][CH:2]=1, predict the reactants needed to synthesize it. (2) Given the product [Br:28][C:4]1[C:5]2[N:6]([N:9]=[C:10]([C:22]3[CH:27]=[CH:26][CH:25]=[CH:24][CH:23]=3)[C:11]=2[C:12]2[CH:13]=[CH:14][C:15](=[O:21])[N:16]([CH:18]([CH3:20])[CH3:19])[N:17]=2)[CH:7]=[CH:8][C:3]=1[O:2][CH3:1], predict the reactants needed to synthesize it. The reactants are: [CH3:1][O:2][C:3]1[CH:8]=[CH:7][N:6]2[N:9]=[C:10]([C:22]3[CH:27]=[CH:26][CH:25]=[CH:24][CH:23]=3)[C:11]([C:12]3[CH:13]=[CH:14][C:15](=[O:21])[N:16]([CH:18]([CH3:20])[CH3:19])[N:17]=3)=[C:5]2[CH:4]=1.[BrH:28].[NH+]1C=CC=CC=1. (3) Given the product [CH:12]1([C:2]2[C:3]([N+:8]([O-:10])=[O:9])=[N:4][CH:5]=[CH:6][CH:7]=2)[CH2:14][CH2:13]1, predict the reactants needed to synthesize it. The reactants are: Br[C:2]1[C:3]([N+:8]([O-:10])=[O:9])=[N:4][CH:5]=[CH:6][CH:7]=1.[Br-].[CH:12]1([Zn+])[CH2:14][CH2:13]1. (4) The reactants are: [OH:1][CH2:2][CH2:3][N:4]1[C:8]([NH:9]C(C2C=CC=CC=2)(C2C=CC=CC=2)C2C=CC=CC=2)=[C:7]([N:29]([CH2:32][CH2:33][CH2:34][NH:35][C:36]([C:49]2[CH:54]=[CH:53][CH:52]=[CH:51][CH:50]=2)([C:43]2[CH:48]=[CH:47][CH:46]=[CH:45][CH:44]=2)[C:37]2[CH:42]=[CH:41][CH:40]=[CH:39][CH:38]=2)C=O)[CH:6]=[N:5]1.Cl.C([O-])(O)=O.[Na+]. Given the product [NH2:9][C:8]1[N:4]([CH2:3][CH2:2][OH:1])[N:5]=[CH:6][C:7]=1[NH:29][CH2:32][CH2:33][CH2:34][NH:35][C:36]([C:49]1[CH:54]=[CH:53][CH:52]=[CH:51][CH:50]=1)([C:37]1[CH:38]=[CH:39][CH:40]=[CH:41][CH:42]=1)[C:43]1[CH:48]=[CH:47][CH:46]=[CH:45][CH:44]=1, predict the reactants needed to synthesize it.